Task: Predict the product of the given reaction.. Dataset: Forward reaction prediction with 1.9M reactions from USPTO patents (1976-2016) The product is: [CH2:3]([O:6][C:7]1[C:16]([CH:17]([CH3:18])[CH3:19])=[CH:15][C:10]([C:11]([OH:13])=[O:12])=[C:9]([OH:20])[CH:8]=1)[CH:4]=[CH2:5]. Given the reactants [OH-].[K+].[CH2:3]([O:6][C:7]1[C:16]([CH:17]([CH3:19])[CH3:18])=[CH:15][C:10]([C:11]([O:13]C)=[O:12])=[C:9]([OH:20])[CH:8]=1)[CH:4]=[CH2:5], predict the reaction product.